Dataset: Forward reaction prediction with 1.9M reactions from USPTO patents (1976-2016). Task: Predict the product of the given reaction. (1) Given the reactants [Cl:1][C:2]1[CH:10]=[C:9]([Cl:11])[CH:8]=[CH:7][C:3]=1[C:4](Cl)=[O:5].[CH2:12]([Mg]Cl)[CH2:13][CH3:14], predict the reaction product. The product is: [Cl:1][C:2]1[CH:10]=[C:9]([Cl:11])[CH:8]=[CH:7][C:3]=1[C:4](=[O:5])[CH2:12][CH2:13][CH3:14]. (2) Given the reactants P(Cl)(Cl)[Cl:2].O[CH2:6][C:7]1[CH:8]=[CH:9][C:10]2[C:19]([N:20]=1)=[C:18]1[N:21]=[CH:22][CH:23]=[CH:24][C:17]1=[C:16]1[C:11]=2[N:12]=[C:13]([C:30]([O:32][CH2:33][CH3:34])=[O:31])[C:14]([C:25]([O:27][CH2:28][CH3:29])=[O:26])=[N:15]1, predict the reaction product. The product is: [Cl:2][CH2:6][C:7]1[CH:8]=[CH:9][C:10]2[C:19]([N:20]=1)=[C:18]1[N:21]=[CH:22][CH:23]=[CH:24][C:17]1=[C:16]1[C:11]=2[N:12]=[C:13]([C:30]([O:32][CH2:33][CH3:34])=[O:31])[C:14]([C:25]([O:27][CH2:28][CH3:29])=[O:26])=[N:15]1. (3) Given the reactants [NH2:1][C:2]1[CH:6]=[CH:5][NH:4][N:3]=1.[Br:7][CH:8]([CH:11]=O)[CH:9]=O, predict the reaction product. The product is: [Br:7][C:8]1[CH:9]=[N:1][C:2]2[N:3]([N:4]=[CH:5][CH:6]=2)[CH:11]=1. (4) Given the reactants [CH3:1][N:2]([C:15]1[S:16][C:17]([CH3:20])=[N:18][N:19]=1)[S:3]([C:6]1[CH:11]=[CH:10][C:9]([N+:12]([O-])=O)=[CH:8][CH:7]=1)(=[O:5])=[O:4].O, predict the reaction product. The product is: [NH2:12][C:9]1[CH:10]=[CH:11][C:6]([S:3]([N:2]([CH3:1])[C:15]2[S:16][C:17]([CH3:20])=[N:18][N:19]=2)(=[O:5])=[O:4])=[CH:7][CH:8]=1. (5) Given the reactants Cl[C:2]1[N:3]=[C:4]([N:12]2[CH2:17][CH2:16][O:15][CH2:14][CH2:13]2)[C:5]2[O:11][CH2:10][CH2:9][O:8][C:6]=2[N:7]=1.CC1(C)C(C)(C)OB([C:26]2[CH:27]=[N:28][C:29]([NH2:32])=[N:30][CH:31]=2)O1.C(Cl)Cl.C(=O)([O-])[O-].[Cs+].[Cs+], predict the reaction product. The product is: [O:15]1[CH2:16][CH2:17][N:12]([C:4]2[C:5]3[O:11][CH2:10][CH2:9][O:8][C:6]=3[N:7]=[C:2]([C:26]3[CH:27]=[N:28][C:29]([NH2:32])=[N:30][CH:31]=3)[N:3]=2)[CH2:13][CH2:14]1. (6) Given the reactants [Br:1][CH2:2][CH:3]1[CH2:6][CH2:5][CH2:4]1.[C:7]1([P:13]([C:20]2[CH:25]=[CH:24][CH:23]=[CH:22][CH:21]=2)[C:14]2[CH:19]=[CH:18][CH:17]=[CH:16][CH:15]=2)[CH:12]=[CH:11][CH:10]=[CH:9][CH:8]=1.CCCCCC, predict the reaction product. The product is: [Br-:1].[CH:3]1([CH2:2][P+:13]([C:14]2[CH:15]=[CH:16][CH:17]=[CH:18][CH:19]=2)([C:20]2[CH:25]=[CH:24][CH:23]=[CH:22][CH:21]=2)[C:7]2[CH:8]=[CH:9][CH:10]=[CH:11][CH:12]=2)[CH2:6][CH2:5][CH2:4]1. (7) Given the reactants [F:1][C:2]1[CH:7]=[CH:6][C:5]([NH:8][CH:9]2[C:17]3[C:12](=[CH:13][C:14]([NH:21][C:22](=[O:26])[O:23][CH2:24][CH3:25])=[C:15]([N+:18]([O-])=O)[CH:16]=3)[CH2:11][CH2:10]2)=[CH:4][CH:3]=1, predict the reaction product. The product is: [NH2:18][C:15]1[CH:16]=[C:17]2[C:12]([CH2:11][CH2:10][CH:9]2[NH:8][C:5]2[CH:4]=[CH:3][C:2]([F:1])=[CH:7][CH:6]=2)=[CH:13][C:14]=1[NH:21][C:22](=[O:26])[O:23][CH2:24][CH3:25].